From a dataset of Catalyst prediction with 721,799 reactions and 888 catalyst types from USPTO. Predict which catalyst facilitates the given reaction. (1) Reactant: [NH:1]1[CH2:6][CH2:5][CH:4]([OH:7])[CH2:3][CH2:2]1.C(=O)([O-])[O-].[Na+].[Na+].Br[CH2:15][CH2:16][OH:17]. Product: [OH:17][CH2:16][CH2:15][N:1]1[CH2:6][CH2:5][CH:4]([OH:7])[CH2:3][CH2:2]1. The catalyst class is: 8. (2) Reactant: [Cl:1][C:2]1[CH:7]=[CH:6][CH:5]=[CH:4][C:3]=1[C:8]1[NH:9][CH:10]=[C:11]([C:13]([F:16])([F:15])[F:14])[N:12]=1.[Br:17][C:18]1[CH:23]=[CH:22][C:21](B(O)O)=[CH:20][CH:19]=1.CN(CCN(C)C)C. Product: [Br:17][C:18]1[CH:23]=[CH:22][C:21]([N:9]2[CH:10]=[C:11]([C:13]([F:16])([F:14])[F:15])[N:12]=[C:8]2[C:3]2[CH:4]=[CH:5][CH:6]=[CH:7][C:2]=2[Cl:1])=[CH:20][CH:19]=1. The catalyst class is: 4. (3) Reactant: COC[O:4][C@H:5]1[C@:18]23[CH2:19][CH2:20][C@@H:7]([CH2:8][C@H:9]2[C@@:10]2([CH3:25])[C@H:15]([CH2:16][CH2:17]3)[C@:14]([CH3:24])([C:21]([OH:23])=[O:22])[CH2:13][CH2:12][CH2:11]2)[C@@H:6]1[S:26]([CH3:28])=[O:27].FC(F)(F)C(O)=O. Product: [OH:4][C@H:5]1[C@:18]23[CH2:19][CH2:20][C@@H:7]([CH2:8][C@H:9]2[C@@:10]2([CH3:25])[C@H:15]([CH2:16][CH2:17]3)[C@:14]([CH3:24])([C:21]([OH:23])=[O:22])[CH2:13][CH2:12][CH2:11]2)[C@@H:6]1[S:26]([CH3:28])=[O:27]. The catalyst class is: 7. (4) Reactant: Cl.[NH2:2][C:3]1[CH:12]=[CH:11][C:6]([C:7]([O:9][CH3:10])=[O:8])=[CH:5][N:4]=1.C(N(CC)CC)C.[Cl:20][C:21]1[CH:29]=[C:28]([Cl:30])[CH:27]=[CH:26][C:22]=1[C:23](Cl)=[O:24]. Product: [CH3:10][O:9][C:7](=[O:8])[C:6]1[CH:11]=[CH:12][C:3]([NH:2][C:23](=[O:24])[C:22]2[CH:26]=[CH:27][C:28]([Cl:30])=[CH:29][C:21]=2[Cl:20])=[N:4][CH:5]=1. The catalyst class is: 268. (5) Reactant: [NH:1]1[CH2:6][CH2:5][CH:4]([CH2:7][CH2:8][C:9]([N:11]2[CH2:16][CH2:15][CH2:14][C@@H:13]([C:17]([NH:19][CH2:20][C@H:21]([NH:25][C:26](=[O:41])[C:27]3[CH:32]=[CH:31][C:30]([O:33]CC4C=CC=CC=4)=[CH:29][CH:28]=3)[C:22]([OH:24])=[O:23])=[O:18])[CH2:12]2)=[O:10])[CH2:3][CH2:2]1.[H][H]. Product: [NH:1]1[CH2:6][CH2:5][CH:4]([CH2:7][CH2:8][C:9]([N:11]2[CH2:16][CH2:15][CH2:14][C@@H:13]([C:17]([NH:19][CH2:20][C@H:21]([NH:25][C:26](=[O:41])[C:27]3[CH:28]=[CH:29][C:30]([OH:33])=[CH:31][CH:32]=3)[C:22]([OH:24])=[O:23])=[O:18])[CH2:12]2)=[O:10])[CH2:3][CH2:2]1. The catalyst class is: 19. (6) Reactant: [Br:1][C:2]1[CH:3]=[C:4]2[C@:15]3([CH2:19][O:18][C:17]([NH2:20])=[N:16]3)[C:14]3[C:9](=[CH:10][CH:11]=[C:12](I)[CH:13]=3)[O:8][C:5]2=[N:6][CH:7]=1.[N:22]1[CH:27]=[C:26](B(O)O)[CH:25]=[N:24][CH:23]=1.C1COCC1.C(=O)([O-])[O-].[K+].[K+]. Product: [Br:1][C:2]1[CH:3]=[C:4]2[C@:15]3([CH2:19][O:18][C:17]([NH2:20])=[N:16]3)[C:14]3[C:9](=[CH:10][CH:11]=[C:12]([C:26]4[CH:27]=[N:22][CH:23]=[N:24][CH:25]=4)[CH:13]=3)[O:8][C:5]2=[N:6][CH:7]=1. The catalyst class is: 238. (7) Reactant: [H-].[Al+3].[Li+].[H-].[H-].[H-].[C:7]1([C:13]([C:31]2[CH:36]=[CH:35][CH:34]=[CH:33][CH:32]=2)([C:25]2[CH:30]=[CH:29][CH:28]=[CH:27][CH:26]=2)[N:14]2[CH2:19][CH2:18][CH2:17][N:16]3[N:20]=[CH:21][C:22]([C:23]#[N:24])=[C:15]23)[CH:12]=[CH:11][CH:10]=[CH:9][CH:8]=1.[F-].[K+].O. Product: [C:31]1([C:13]([C:7]2[CH:12]=[CH:11][CH:10]=[CH:9][CH:8]=2)([C:25]2[CH:26]=[CH:27][CH:28]=[CH:29][CH:30]=2)[N:14]2[CH2:19][CH2:18][CH2:17][N:16]3[N:20]=[CH:21][C:22]([CH2:23][NH2:24])=[C:15]23)[CH:36]=[CH:35][CH:34]=[CH:33][CH:32]=1. The catalyst class is: 7. (8) Reactant: [BH4-].[Na+].[CH:3]([S:6]([N:9]1[C:13]2[CH:14]=[C:15]([C:18]3[N:22]([CH:23]4[CH2:28][CH2:27]C(=O)[CH2:25][CH2:24]4)[CH:21]=[N:20][C:19]=3C3C=CC=CC=3)[CH:16]=[CH:17][C:12]=2[N:11]=[C:10]1[NH2:36])(=[O:8])=[O:7])([CH3:5])[CH3:4].[CH3:37][OH:38]. Product: [CH:3]([S:6]([N:9]1[C:13]2[CH:14]=[C:15]([C:18]3[N:22]([CH:23]4[CH2:24][CH2:25][CH:37]([OH:38])[CH2:27][CH2:28]4)[C:21]([C:12]4[CH:17]=[CH:16][CH:15]=[CH:14][CH:13]=4)=[N:20][CH:19]=3)[CH:16]=[CH:17][C:12]=2[N:11]=[C:10]1[NH2:36])(=[O:7])=[O:8])([CH3:4])[CH3:5]. The catalyst class is: 30.